Task: Predict the reactants needed to synthesize the given product.. Dataset: Full USPTO retrosynthesis dataset with 1.9M reactions from patents (1976-2016) (1) Given the product [CH2:1]([O:3][C:4]([C:5]1([CH3:10])[CH2:6][CH2:7][CH2:8][NH:12][CH2:11]1)=[O:13])[CH3:2], predict the reactants needed to synthesize it. The reactants are: [CH2:1]([O:3][C:4](=[O:13])[C:5]([C:11]#[N:12])([CH3:10])[CH2:6][CH2:7][CH2:8]Cl)[CH3:2].Cl.C(N(CC)CC)C. (2) Given the product [CH2:18]([C:4]1[CH:13]=[CH:12][C:11]2[C:6](=[CH:7][CH:8]=[CH:9][CH:10]=2)[CH:5]=1)[C:17]#[CH:16], predict the reactants needed to synthesize it. The reactants are: II.Br[C:4]1[CH:13]=[CH:12][C:11]2[C:6](=[CH:7][CH:8]=[CH:9][CH:10]=2)[CH:5]=1.CO[CH:16]=[C:17]=[CH2:18].[Cl-].[NH4+]. (3) Given the product [CH3:36][S:33]([CH2:32][C:31]1[N:37]=[C:26]([CH:11]2[CH2:12][CH:13]([C:15]3[CH:20]=[CH:19][C:18]([O:21][C:22]([F:25])([F:23])[F:24])=[CH:17][CH:16]=3)[CH2:14][N:9]([C:7]([N:1]3[CH2:6][CH2:5][O:4][CH2:3][CH2:2]3)=[O:8])[CH2:10]2)[O:28][N:30]=1)(=[O:35])=[O:34], predict the reactants needed to synthesize it. The reactants are: [N:1]1([C:7]([N:9]2[CH2:14][CH:13]([C:15]3[CH:20]=[CH:19][C:18]([O:21][C:22]([F:25])([F:24])[F:23])=[CH:17][CH:16]=3)[CH2:12][CH:11]([C:26]([OH:28])=O)[CH2:10]2)=[O:8])[CH2:6][CH2:5][O:4][CH2:3][CH2:2]1.O[NH:30][C:31](=[NH:37])[CH2:32][S:33]([CH3:36])(=[O:35])=[O:34]. (4) Given the product [C:10]([C:9]1[CH:12]=[CH:13][C:6]([CH:2]=[O:1])=[CH:7][CH:8]=1)#[N:11], predict the reactants needed to synthesize it. The reactants are: [O:1]1CCO[CH:2]1[C:6]1[CH:13]=[CH:12][C:9]([CH2:10][NH2:11])=[CH:8][CH:7]=1.C(O)(=O)CCCCCCC.C1CCC(N=C=NC2CCCCC2)CC1.C1C=CC2N(O)N=NC=2C=1. (5) The reactants are: [CH:1]1([NH:6][C:7]2[C:12]([C:13]([OH:15])=O)=[CH:11][N:10]=[C:9]3[N:16]([CH2:19][CH3:20])[N:17]=[CH:18][C:8]=23)[CH2:5][CH2:4][CH2:3][CH2:2]1.C(Cl)CCl.C1C=CC2N(O)N=NC=2C=1.[C:35]([NH:40][NH2:41])(=[O:39])[CH:36]([CH3:38])[CH3:37]. Given the product [CH:1]1([NH:6][C:7]2[C:12]([C:13]([NH:41][NH:40][C:35](=[O:39])[CH:36]([CH3:38])[CH3:37])=[O:15])=[CH:11][N:10]=[C:9]3[N:16]([CH2:19][CH3:20])[N:17]=[CH:18][C:8]=23)[CH2:2][CH2:3][CH2:4][CH2:5]1, predict the reactants needed to synthesize it.